Task: Regression. Given a peptide amino acid sequence and an MHC pseudo amino acid sequence, predict their binding affinity value. This is MHC class II binding data.. Dataset: Peptide-MHC class II binding affinity with 134,281 pairs from IEDB (1) The peptide sequence is ISGYNFSLGAAVKAG. The MHC is DRB1_0101 with pseudo-sequence DRB1_0101. The binding affinity (normalized) is 1.00. (2) The peptide sequence is MASSSSVLLVVVLFA. The MHC is DRB1_0401 with pseudo-sequence DRB1_0401. The binding affinity (normalized) is 0.263. (3) The peptide sequence is AFKVAATADNAAPAN. The MHC is DRB1_0701 with pseudo-sequence DRB1_0701. The binding affinity (normalized) is 0.411. (4) The peptide sequence is AMFVEDIAMGYVVSS. The MHC is DRB1_0101 with pseudo-sequence DRB1_0101. The binding affinity (normalized) is 0.948. (5) The peptide sequence is RKVCYNAVLTHVKIN. The MHC is DRB3_0101 with pseudo-sequence DRB3_0101. The binding affinity (normalized) is 0.512. (6) The peptide sequence is AMSKVRKDISEWQPS. The MHC is DRB1_0701 with pseudo-sequence DRB1_0701. The binding affinity (normalized) is 0.294.